Predict the product of the given reaction. From a dataset of Forward reaction prediction with 1.9M reactions from USPTO patents (1976-2016). Given the reactants C([NH:8][O:9][CH2:10][C:11]([NH:13][CH2:14][C:15](=[O:53])[N:16]([CH2:35][CH2:36][CH2:37][CH2:38][CH2:39][CH2:40][CH2:41][CH2:42][CH2:43][CH2:44][CH2:45][CH2:46][CH2:47][CH2:48][CH2:49][CH2:50][CH2:51][CH3:52])[CH2:17][CH2:18][CH2:19][CH2:20][CH2:21][CH2:22][CH2:23][CH2:24][CH2:25][CH2:26][CH2:27][CH2:28][CH2:29][CH2:30][CH2:31][CH2:32][CH2:33][CH3:34])=[O:12])(OC(C)(C)C)=O.C(O)(C(F)(F)F)=O, predict the reaction product. The product is: [NH2:8][O:9][CH2:10][C:11]([NH:13][CH2:14][C:15](=[O:53])[N:16]([CH2:35][CH2:36][CH2:37][CH2:38][CH2:39][CH2:40][CH2:41][CH2:42][CH2:43][CH2:44][CH2:45][CH2:46][CH2:47][CH2:48][CH2:49][CH2:50][CH2:51][CH3:52])[CH2:17][CH2:18][CH2:19][CH2:20][CH2:21][CH2:22][CH2:23][CH2:24][CH2:25][CH2:26][CH2:27][CH2:28][CH2:29][CH2:30][CH2:31][CH2:32][CH2:33][CH3:34])=[O:12].